This data is from Full USPTO retrosynthesis dataset with 1.9M reactions from patents (1976-2016). The task is: Predict the reactants needed to synthesize the given product. (1) Given the product [OH:4][CH2:5][CH2:6][C:7]1[N:8]=[C:9]([CH2:12][C:13]2[CH:14]=[C:15]([CH:20]=[CH:21][CH:22]=2)[C:16]([OH:18])=[O:17])[S:10][CH:11]=1, predict the reactants needed to synthesize it. The reactants are: C([O:4][CH2:5][CH2:6][C:7]1[N:8]=[C:9]([CH2:12][C:13]2[CH:14]=[C:15]([CH:20]=[CH:21][CH:22]=2)[C:16]([O:18]C)=[O:17])[S:10][CH:11]=1)(=O)C.O.[OH-].[Li+].Cl. (2) Given the product [C:16]([C:11]1([C:10]2[C:4]3[C:5](=[N:6][CH:7]=[C:2]([CH:27]([OH:29])[CH3:28])[N:3]=3)[NH:8][CH:9]=2)[O:15][CH2:14][CH2:13][O:12]1)([CH3:19])([CH3:18])[CH3:17], predict the reactants needed to synthesize it. The reactants are: Br[C:2]1[N:3]=[C:4]2[C:10]([C:11]3([C:16]([CH3:19])([CH3:18])[CH3:17])[O:15][CH2:14][CH2:13][O:12]3)=[CH:9][NH:8][C:5]2=[N:6][CH:7]=1.[H-].[Na+].C([Li])CCC.[CH:27](=[O:29])[CH3:28].[Cl-].[NH4+]. (3) Given the product [NH2:7][C:8]1[CH:13]=[CH:12][C:11]([CH:14]2[CH2:15][NH:16][C:17](=[O:20])[NH:18][CH2:19]2)=[CH:10][C:9]=1[C:23]1[CH2:28][CH2:27][CH2:26][CH2:25][CH:24]=1, predict the reactants needed to synthesize it. The reactants are: C(OC(=O)[NH:7][C:8]1[CH:13]=[CH:12][C:11]([CH:14]2[CH2:19][NH:18][C:17](=[O:20])[NH:16][CH2:15]2)=[CH:10][C:9]=1Br)(C)(C)C.[C:23]1(B(O)O)[CH2:28][CH2:27][CH2:26][CH2:25][CH:24]=1.C([O-])([O-])=O.[Na+].[Na+]. (4) Given the product [OH:2][C:3]1[CH:4]=[C:5]([CH:27]=[CH:28][CH:29]=1)[CH2:6][C:7]1[C:11]2[C:12](=[O:26])[N:13]([C:20]3[CH:25]=[CH:24][CH:23]=[CH:22][CH:21]=3)[C:14]3[N:15]=[CH:16][CH:17]=[CH:18][C:19]=3[C:10]=2[NH:9][N:8]=1, predict the reactants needed to synthesize it. The reactants are: C[O:2][C:3]1[CH:4]=[C:5]([CH:27]=[CH:28][CH:29]=1)[CH2:6][C:7]1[C:11]2[C:12](=[O:26])[N:13]([C:20]3[CH:25]=[CH:24][CH:23]=[CH:22][CH:21]=3)[C:14]3[N:15]=[CH:16][CH:17]=[CH:18][C:19]=3[C:10]=2[NH:9][N:8]=1.Br.O. (5) Given the product [CH2:1]([O:8][C@H:9]1[C@H:14]([O:15][CH2:16][C:17]2[CH:22]=[CH:21][CH:20]=[CH:19][CH:18]=2)[C@@H:13]([O:23][CH2:24][C:25]2[CH:30]=[CH:29][CH:28]=[CH:27][CH:26]=2)[C@@:12]([C:33]2[CH:38]=[CH:37][C:36]([Cl:39])=[C:35]([CH2:40][C:41]3[CH:42]=[CH:43][C:44]4[O:48][CH2:47][CH2:46][C:45]=4[CH:49]=3)[CH:34]=2)([O:31][CH3:32])[O:11][C@:10]1([CH2:52][OH:53])[CH:50]=[O:51])[C:2]1[CH:3]=[CH:4][CH:5]=[CH:6][CH:7]=1, predict the reactants needed to synthesize it. The reactants are: [CH2:1]([O:8][C@H:9]1[C@H:14]([O:15][CH2:16][C:17]2[CH:22]=[CH:21][CH:20]=[CH:19][CH:18]=2)[C@@H:13]([O:23][CH2:24][C:25]2[CH:30]=[CH:29][CH:28]=[CH:27][CH:26]=2)[C@@:12]([C:33]2[CH:38]=[CH:37][C:36]([Cl:39])=[C:35]([CH2:40][C:41]3[CH:42]=[CH:43][C:44]4[O:48][CH2:47][CH2:46][C:45]=4[CH:49]=3)[CH:34]=2)([O:31][CH3:32])[O:11][C@@H:10]1[CH:50]=[O:51])[C:2]1[CH:7]=[CH:6][CH:5]=[CH:4][CH:3]=1.[CH2:52]=[O:53].[OH-].[Na+]. (6) Given the product [CH2:1]([NH:3][C:4]([NH:6][C:7]1[N:12]=[CH:11][C:10]([C:13]2[CH:14]=[N:15][CH:16]=[C:17]([C:19]3[O:20][C:35]([CH3:36])=[N:22][N:21]=3)[CH:18]=2)=[C:9]([C:23]2[S:24][C:25]([CH3:32])=[C:26]([C:28]([F:31])([F:30])[F:29])[N:27]=2)[CH:8]=1)=[O:5])[CH3:2], predict the reactants needed to synthesize it. The reactants are: [CH2:1]([NH:3][C:4]([NH:6][C:7]1[N:12]=[CH:11][C:10]([C:13]2[CH:14]=[N:15][CH:16]=[C:17]([C:19]([NH:21][NH2:22])=[O:20])[CH:18]=2)=[C:9]([C:23]2[S:24][C:25]([CH3:32])=[C:26]([C:28]([F:31])([F:30])[F:29])[N:27]=2)[CH:8]=1)=[O:5])[CH3:2].CO[C:35](OC)(OC)[CH3:36]. (7) The reactants are: [NH:1]1[C:9]2[C:4](=[CH:5][CH:6]=[CH:7][CH:8]=2)[CH:3]=[C:2]1[C:10]([O:12]C)=[O:11].C(=O)([O-])[O-].[Cs+].[Cs+].CS(O[CH2:25][CH2:26][CH2:27][CH2:28][O:29][CH3:30])(=O)=O. Given the product [CH3:30][O:29][CH2:28][CH2:27][CH2:26][CH2:25][N:1]1[C:9]2[C:4](=[CH:5][CH:6]=[CH:7][CH:8]=2)[CH:3]=[C:2]1[C:10]([OH:12])=[O:11], predict the reactants needed to synthesize it.